From a dataset of Full USPTO retrosynthesis dataset with 1.9M reactions from patents (1976-2016). Predict the reactants needed to synthesize the given product. The reactants are: Cl[C:2]1[N:11]=[C:10]([N:12]([C:14]2[CH:19]=[CH:18][C:17]([O:20][CH3:21])=[CH:16][CH:15]=2)[CH3:13])[C:9]2[C:4](=[CH:5][CH:6]=[CH:7][CH:8]=2)[N:3]=1.[OH:22][CH2:23][CH2:24][NH2:25]. Given the product [OH:22][CH2:23][CH2:24][NH:25][C:2]1[N:11]=[C:10]([N:12]([C:14]2[CH:19]=[CH:18][C:17]([O:20][CH3:21])=[CH:16][CH:15]=2)[CH3:13])[C:9]2[C:4](=[CH:5][CH:6]=[CH:7][CH:8]=2)[N:3]=1, predict the reactants needed to synthesize it.